This data is from Peptide-MHC class II binding affinity with 134,281 pairs from IEDB. The task is: Regression. Given a peptide amino acid sequence and an MHC pseudo amino acid sequence, predict their binding affinity value. This is MHC class II binding data. (1) The peptide sequence is KKWIKVEYGNLSLSGIA. The MHC is DRB1_0301 with pseudo-sequence DRB1_0301. The binding affinity (normalized) is 0.638. (2) The peptide sequence is VFLGSAYGIPKVPPG. The binding affinity (normalized) is 0.113. The MHC is DRB3_0202 with pseudo-sequence DRB3_0202.